From a dataset of Full USPTO retrosynthesis dataset with 1.9M reactions from patents (1976-2016). Predict the reactants needed to synthesize the given product. Given the product [ClH:1].[NH:2]1[C:6]2[CH:7]=[CH:8][CH:9]=[CH:10][C:5]=2[N:4]=[C:3]1[C@H:11]([NH:21][C:29]([NH:28][CH2:27][CH:23]1[CH2:24][CH2:25][CH2:26][O:22]1)=[O:30])[CH2:12][C:13]1[CH:18]=[CH:17][C:16]([O:19][CH3:20])=[CH:15][CH:14]=1, predict the reactants needed to synthesize it. The reactants are: [ClH:1].[NH:2]1[C:6]2[CH:7]=[CH:8][CH:9]=[CH:10][C:5]=2[N:4]=[C:3]1[C@H:11]([NH2:21])[CH2:12][C:13]1[CH:18]=[CH:17][C:16]([O:19][CH3:20])=[CH:15][CH:14]=1.[O:22]1[CH2:26][CH2:25][CH2:24][CH:23]1[CH2:27][NH2:28].[C:29](O)(C(F)(F)F)=[O:30].